Dataset: Cav3 T-type calcium channel HTS with 100,875 compounds. Task: Binary Classification. Given a drug SMILES string, predict its activity (active/inactive) in a high-throughput screening assay against a specified biological target. (1) The compound is S(c1n(N)c(nn1)c1ncccc1)CC(=O)Nc1ccc(F)cc1. The result is 0 (inactive). (2) The molecule is O(C(=O)c1c(n2nc(cc2nc1)c1ccc(cc1)C)c1ccccc1)CC. The result is 0 (inactive). (3) The result is 0 (inactive). The drug is O=C1C=2C(CC(=O)N(C2CCC1)c1ccccc1)c1ccccc1.